Dataset: Peptide-MHC class II binding affinity with 134,281 pairs from IEDB. Task: Regression. Given a peptide amino acid sequence and an MHC pseudo amino acid sequence, predict their binding affinity value. This is MHC class II binding data. (1) The peptide sequence is LQSLWANFYELLADA. The MHC is HLA-DQA10101-DQB10501 with pseudo-sequence HLA-DQA10101-DQB10501. The binding affinity (normalized) is 0.645. (2) The peptide sequence is GELQIYDKIDAAFKI. The MHC is DRB1_1302 with pseudo-sequence DRB1_1302. The binding affinity (normalized) is 0.597. (3) The peptide sequence is LMCEIEGHHLASAAI. The MHC is HLA-DQA10401-DQB10402 with pseudo-sequence HLA-DQA10401-DQB10402. The binding affinity (normalized) is 0.185. (4) The peptide sequence is THFPFDEQNCSMK. The MHC is DRB1_1101 with pseudo-sequence DRB1_1101. The binding affinity (normalized) is 0. (5) The peptide sequence is INEPTAHAIAYGLDR. The binding affinity (normalized) is 0.519. The MHC is HLA-DQA10501-DQB10301 with pseudo-sequence HLA-DQA10501-DQB10301. (6) The MHC is HLA-DPA10301-DPB10402 with pseudo-sequence HLA-DPA10301-DPB10402. The binding affinity (normalized) is 0.653. The peptide sequence is EKKYFAATQPEPLAA. (7) The MHC is HLA-DQA10301-DQB10302 with pseudo-sequence HLA-DQA10301-DQB10302. The peptide sequence is EKKYFAATQFEPLAK. The binding affinity (normalized) is 0.347.